Predict the reactants needed to synthesize the given product. From a dataset of Full USPTO retrosynthesis dataset with 1.9M reactions from patents (1976-2016). Given the product [Cl:17][C:18]1[C:19]([O:31][CH2:32][O:33][CH3:34])=[CH:20][C:21]([O:27][CH2:28][O:29][CH3:30])=[C:22]([CH:26]=1)[C:23]([N:13]1[CH2:14][CH2:15][CH2:16][CH:12]1[C:11]1[C:2]([CH3:1])=[C:3]([CH:8]=[CH:9][CH:10]=1)[C:4]([O:6][CH3:7])=[O:5])=[O:24], predict the reactants needed to synthesize it. The reactants are: [CH3:1][C:2]1[C:11]([CH:12]2[CH2:16][CH2:15][CH2:14][NH:13]2)=[CH:10][CH:9]=[CH:8][C:3]=1[C:4]([O:6][CH3:7])=[O:5].[Cl:17][C:18]1[C:19]([O:31][CH2:32][O:33][CH3:34])=[CH:20][C:21]([O:27][CH2:28][O:29][CH3:30])=[C:22]([CH:26]=1)[C:23](O)=[O:24].CN1CCOCC1.Cl.CN(C)CCCN=C=NCC.ON1C2C=CC=CC=2N=N1.